This data is from Reaction yield outcomes from USPTO patents with 853,638 reactions. The task is: Predict the reaction yield, written as a fraction of the theoretical maximum amount of product (1.0 means a 100% yield; for example, 0.34 means a 34% yield). (1) The reactants are [C:1]1([NH2:8])[C:2]([NH2:7])=[CH:3][CH:4]=[CH:5][CH:6]=1.[CH:9]1([CH:12]=O)[CH2:11][CH2:10]1.[BH3-]C#N.[Na+].C(O)(=O)C. The catalyst is CO. The product is [CH:9]1([CH2:12][NH:7][C:2]2[C:1]([NH2:8])=[CH:6][CH:5]=[CH:4][CH:3]=2)[CH2:11][CH2:10]1. The yield is 0.340. (2) The yield is 0.390. The product is [Cl:1][C:2]1[CH:29]=[CH:28][C:5]2[N:6]([CH2:19][C:20]3[CH:25]=[CH:24][C:23]([O:26][CH3:27])=[CH:22][CH:21]=3)[C:7](=[O:18])[CH:8]([CH2:36][C:37]3[CH:44]=[CH:43][CH:42]=[CH:41][C:38]=3[CH3:39])[N:9]=[C:10]([C:11]3[CH:16]=[CH:15][C:14]([F:17])=[CH:13][CH:12]=3)[C:4]=2[CH:3]=1. The catalyst is C1COCC1. The reactants are [Cl:1][C:2]1[CH:29]=[CH:28][C:5]2[N:6]([CH2:19][C:20]3[CH:25]=[CH:24][C:23]([O:26][CH3:27])=[CH:22][CH:21]=3)[C:7](=[O:18])[CH2:8][N:9]=[C:10]([C:11]3[CH:16]=[CH:15][C:14]([F:17])=[CH:13][CH:12]=3)[C:4]=2[CH:3]=1.CC(C)([O-])C.[K+].[CH3:36][C:37]1[CH:44]=[CH:43][CH:42]=[CH:41][C:38]=1[CH2:39]Br.